This data is from Full USPTO retrosynthesis dataset with 1.9M reactions from patents (1976-2016). The task is: Predict the reactants needed to synthesize the given product. (1) Given the product [N:11]1([C:7]2[CH2:6][CH2:5][N:4]([C:1](=[O:3])[CH3:2])[CH2:9][CH:8]=2)[CH2:15][CH2:14][CH2:13][CH2:12]1, predict the reactants needed to synthesize it. The reactants are: [C:1]([N:4]1[CH2:9][CH2:8][C:7](=O)[CH2:6][CH2:5]1)(=[O:3])[CH3:2].[NH:11]1[CH2:15][CH2:14][CH2:13][CH2:12]1.C1(C)C=CC=CC=1.C1(C)C=CC(S(O)(=O)=O)=CC=1. (2) Given the product [Br:11][CH2:8][C:7]1[C:6]([CH3:9])=[C:5]([Cl:10])[N:4]=[N:3][C:2]=1[Cl:1], predict the reactants needed to synthesize it. The reactants are: [Cl:1][C:2]1[N:3]=[N:4][C:5]([Cl:10])=[C:6]([CH3:9])[C:7]=1[CH3:8].[Br:11]N1C(=O)CCC1=O.CC(N=NC(C#N)(C)C)(C#N)C. (3) Given the product [Br:16][C:6]1[C:7]2[NH:11][C:10]([C:12]([F:15])([F:13])[F:14])=[N:9][C:8]=2[C:3]([O:2][CH3:1])=[CH:4][CH:5]=1, predict the reactants needed to synthesize it. The reactants are: [CH3:1][O:2][C:3]1[C:8]2[N:9]=[C:10]([C:12]([F:15])([F:14])[F:13])[NH:11][C:7]=2[CH:6]=[CH:5][CH:4]=1.[Br:16]N1C(=O)CCC1=O. (4) Given the product [Cl:28][C:20]1[C:21]([O:23][C:24]([F:25])([F:26])[F:27])=[CH:22][C:16]2[S:15][C:33]3[C:34](=[O:36])[NH:35][C:30]([CH3:38])([CH3:29])[CH2:31][C:32]=3[NH:18][C:17]=2[CH:19]=1, predict the reactants needed to synthesize it. The reactants are: [NH2:18][C:17]1[CH:19]=[C:20]([Cl:28])[C:21]([O:23][C:24]([F:27])([F:25])[F:26])=[CH:22][C:16]=1[S:15][S:15][C:16]1[CH:22]=[C:21]([O:23][C:24]([F:27])([F:26])[F:25])[C:20]([Cl:28])=[CH:19][C:17]=1[NH2:18].[CH3:29][C:30]1([CH3:38])[NH:35][C:34](=[O:36])[CH2:33][C:32](=O)[CH2:31]1. (5) The reactants are: C[O:2][C:3](=[O:36])[CH2:4][C:5]1[CH:10]=[CH:9][C:8]([CH2:11][NH:12][C:13]2[CH:18]=[CH:17][CH:16]=[C:15]([C:19]3[C:28]4[C:23](=[C:24]([CH3:29])[CH:25]=[CH:26][CH:27]=4)[N:22]=[N:21][C:20]=3[C:30]3[CH:35]=[CH:34][CH:33]=[CH:32][CH:31]=3)[CH:14]=2)=[CH:7][CH:6]=1.O.[OH-].[Li+].C(O)(=O)C. Given the product [CH3:29][C:24]1[CH:25]=[CH:26][CH:27]=[C:28]2[C:23]=1[N:22]=[N:21][C:20]([C:30]1[CH:35]=[CH:34][CH:33]=[CH:32][CH:31]=1)=[C:19]2[C:15]1[CH:14]=[C:13]([NH:12][CH2:11][C:8]2[CH:9]=[CH:10][C:5]([CH2:4][C:3]([OH:36])=[O:2])=[CH:6][CH:7]=2)[CH:18]=[CH:17][CH:16]=1, predict the reactants needed to synthesize it. (6) Given the product [C:15]1([CH:14]([C:21]2[CH:26]=[CH:25][CH:24]=[CH:23][CH:22]=2)[CH2:13][NH:12][C:10]2[C:9]3[C:4](=[CH:5][CH:6]=[CH:7][CH:8]=3)[N:3]=[C:2]([C:33]3[CH:32]=[C:31]4[C:36](=[CH:35][CH:34]=3)[N:28]([CH3:27])[N:29]=[CH:30]4)[N:11]=2)[CH:20]=[CH:19][CH:18]=[CH:17][CH:16]=1, predict the reactants needed to synthesize it. The reactants are: Cl[C:2]1[N:11]=[C:10]([NH:12][CH2:13][CH:14]([C:21]2[CH:26]=[CH:25][CH:24]=[CH:23][CH:22]=2)[C:15]2[CH:20]=[CH:19][CH:18]=[CH:17][CH:16]=2)[C:9]2[C:4](=[CH:5][CH:6]=[CH:7][CH:8]=2)[N:3]=1.[CH3:27][N:28]1[C:36]2[C:31](=[CH:32][C:33](B(O)O)=[CH:34][CH:35]=2)[CH:30]=[N:29]1.C(NC1C2C(=CC=CC=2)N=C(C2SC3C=CC=CC=3C=2)N=1)(C1C=CC=CC=1)C1C=CC=CC=1.